This data is from Catalyst prediction with 721,799 reactions and 888 catalyst types from USPTO. The task is: Predict which catalyst facilitates the given reaction. (1) Reactant: Cl[C:2]1[N:7]=[C:6]([N:8]([CH2:10][CH2:11][CH2:12][C:13]2[CH:18]=[CH:17][C:16]([Cl:19])=[CH:15][CH:14]=2)[CH3:9])[N:5]=[C:4]([NH:20][CH2:21][CH2:22][C:23]2[CH:28]=[CH:27][C:26]([OH:29])=[CH:25][CH:24]=2)[N:3]=1.[OH:30][CH2:31][CH2:32][N:33]1[CH2:38][CH2:37][NH:36][CH2:35][CH2:34]1.CC#N.C(O)(C(F)(F)F)=O. Product: [Cl:19][C:16]1[CH:17]=[CH:18][C:13]([CH2:12][CH2:11][CH2:10][N:8]([CH3:9])[C:6]2[N:7]=[C:2]([N:36]3[CH2:37][CH2:38][N:33]([CH2:32][CH2:31][OH:30])[CH2:34][CH2:35]3)[N:3]=[C:4]([NH:20][CH2:21][CH2:22][C:23]3[CH:28]=[CH:27][C:26]([OH:29])=[CH:25][CH:24]=3)[N:5]=2)=[CH:14][CH:15]=1. The catalyst class is: 6. (2) Reactant: [CH2:1]([S:8]([N:11]1[CH2:16][CH2:15][CH:14]([N:17]([C:28]2[CH:29]=[C:30]([C:34]3[S:38][CH:37]=[C:36]([N:39]([S:45](=[O:55])(=[O:54])[NH:46]C(OC(C)(C)C)=O)[CH2:40][C:41]([O:43][CH3:44])=[O:42])[C:35]=3[CH3:56])[CH:31]=[CH:32][CH:33]=2)[C:18]([NH:20]C(OC(C)(C)C)=O)=[O:19])[CH2:13][CH2:12]1)(=[O:10])=[O:9])[C:2]1[CH:7]=[CH:6][CH:5]=[CH:4][CH:3]=1.C(O)(C(F)(F)F)=O. Product: [CH2:1]([S:8]([N:11]1[CH2:16][CH2:15][CH:14]([N:17]([C:28]2[CH:29]=[C:30]([C:34]3[S:38][CH:37]=[C:36]([N:39]([S:45](=[O:54])(=[O:55])[NH2:46])[CH2:40][C:41]([O:43][CH3:44])=[O:42])[C:35]=3[CH3:56])[CH:31]=[CH:32][CH:33]=2)[C:18]([NH2:20])=[O:19])[CH2:13][CH2:12]1)(=[O:9])=[O:10])[C:2]1[CH:7]=[CH:6][CH:5]=[CH:4][CH:3]=1. The catalyst class is: 2. (3) Product: [CH:31]1([N:15]([CH2:16][C:17]2[C:25]3[C:20](=[CH:21][CH:22]=[CH:23][CH:24]=3)[N:19]([CH2:26][CH2:27][CH2:28][O:29][CH3:30])[CH:18]=2)[C:14]([C@@H:12]2[CH2:11][C@H:10]([NH:35][C:37]3[CH:42]=[C:41]([Cl:43])[N:40]=[CH:39][N:38]=3)[CH2:9][NH:8][CH2:13]2)=[O:34])[CH2:32][CH2:33]1. The catalyst class is: 23. Reactant: C(OC([N:8]1[CH2:13][C@H:12]([C:14](=[O:34])[N:15]([CH:31]2[CH2:33][CH2:32]2)[CH2:16][C:17]2[C:25]3[C:20](=[CH:21][CH:22]=[CH:23][CH:24]=3)[N:19]([CH2:26][CH2:27][CH2:28][O:29][CH3:30])[CH:18]=2)[CH2:11][C@H:10]([NH2:35])[CH2:9]1)=O)(C)(C)C.Cl[C:37]1[CH:42]=[C:41]([Cl:43])[N:40]=[CH:39][N:38]=1.[Si](OS(C(F)(F)F)(=O)=O)(C)(C)C.N1C(C)=CC=CC=1C. (4) Reactant: [N+:1]([C:4]1[C:5]([OH:11])=[N:6][CH:7]=[CH:8][C:9]=1[OH:10])([O-:3])=[O:2].[Br:12]Br. Product: [Br:12][C:8]1[C:9]([OH:10])=[C:4]([N+:1]([O-:3])=[O:2])[C:5]([OH:11])=[N:6][CH:7]=1. The catalyst class is: 15.